Predict the reaction yield, written as a fraction of the theoretical maximum amount of product (1.0 means a 100% yield; for example, 0.34 means a 34% yield). From a dataset of Reaction yield outcomes from USPTO patents with 853,638 reactions. (1) The reactants are [NH2:1][CH:2]1[CH2:7][C:6]([CH3:9])([CH3:8])[N:5]([CH3:10])[C:4]([CH3:12])([CH3:11])[CH2:3]1.[Cl:13][C:14]1[N:19]=[CH:18][C:17]([F:20])=[C:16](Cl)[N:15]=1. The catalyst is CO. The product is [ClH:13].[Cl:13][C:14]1[N:19]=[C:18]([NH:1][CH:2]2[CH2:3][C:4]([CH3:12])([CH3:11])[N:5]([CH3:10])[C:6]([CH3:8])([CH3:9])[CH2:7]2)[C:17]([F:20])=[CH:16][N:15]=1. The yield is 0.930. (2) The reactants are [CH3:1][S:2]([NH:5][CH2:6][C:7]1[CH:8]=[CH:9][C:10]([N+:17]([O-])=O)=[C:11]([CH:16]=1)[C:12]([O:14][CH3:15])=[O:13])(=[O:4])=[O:3]. The yield is 0.530. The catalyst is CCO. The product is [NH2:17][C:10]1[CH:9]=[CH:8][C:7]([CH2:6][NH:5][S:2]([CH3:1])(=[O:4])=[O:3])=[CH:16][C:11]=1[C:12]([O:14][CH3:15])=[O:13]. (3) The reactants are [NH:1]1[C:9]2[C:4](=[CH:5][CH:6]=[C:7]([NH:10][C:11]3[N:20]=[C:19]([NH:21][C@@H:22]4[CH2:27][CH2:26][CH2:25][CH2:24][C@@H:23]4[NH2:28])[CH:18]=[C:17]([C:29]#[N:30])[C:12]=3[C:13](OC)=[O:14])[CH:8]=2)[CH:3]=[N:2]1. The catalyst is CO.[Pd]. The product is [NH:1]1[C:9]2[C:4](=[CH:5][CH:6]=[C:7]([NH:10][C:11]3[C:12]4[C:13](=[O:14])[NH:30][CH2:29][C:17]=4[CH:18]=[C:19]([NH:21][C@@H:22]4[CH2:27][CH2:26][CH2:25][CH2:24][C@@H:23]4[NH2:28])[N:20]=3)[CH:8]=2)[CH:3]=[N:2]1. The yield is 0.182. (4) The reactants are [N:1]1[CH:6]=[CH:5][C:4]([CH2:7][CH2:8][OH:9])=[CH:3][CH:2]=1.C[Si]([N-][Si](C)(C)C)(C)C.[Li+].[CH:20]1([NH:23][C:24]([C:26]2[S:39][C:29]3=[N:30][C:31](S(C)=O)=[C:32]([Cl:35])[C:33]([CH3:34])=[C:28]3[C:27]=2[NH2:40])=[O:25])[CH2:22][CH2:21]1. The catalyst is C1COCC1. The product is [CH:20]1([NH:23][C:24]([C:26]2[S:39][C:29]3=[N:30][C:31]([O:9][CH2:8][CH2:7][C:4]4[CH:5]=[CH:6][N:1]=[CH:2][CH:3]=4)=[C:32]([Cl:35])[C:33]([CH3:34])=[C:28]3[C:27]=2[NH2:40])=[O:25])[CH2:22][CH2:21]1. The yield is 0.570. (5) The reactants are [CH3:1][O:2][C:3](=[O:13])[C:4]1[CH:9]=[CH:8][C:7](F)=[CH:6][C:5]=1[C:11]#[N:12].Cl.[CH3:15][NH:16][CH3:17].C(=O)([O-])[O-].[K+].[K+]. The product is [CH3:1][O:2][C:3](=[O:13])[C:4]1[CH:9]=[CH:8][C:7]([N:16]([CH3:17])[CH3:15])=[CH:6][C:5]=1[C:11]#[N:12]. The catalyst is CS(C)=O. The yield is 0.850.